From a dataset of Reaction yield outcomes from USPTO patents with 853,638 reactions. Predict the reaction yield, written as a fraction of the theoretical maximum amount of product (1.0 means a 100% yield; for example, 0.34 means a 34% yield). The reactants are [C:1]([C:5]1[N:9]=[CH:8][NH:7][C:6]=1[CH2:10][OH:11])([CH3:4])([CH3:3])[CH3:2]. The catalyst is CC(C)=O.[O-2].[O-2].[Mn+4]. The product is [C:1]([C:5]1[N:9]=[CH:8][NH:7][C:6]=1[CH:10]=[O:11])([CH3:4])([CH3:2])[CH3:3]. The yield is 0.510.